This data is from Full USPTO retrosynthesis dataset with 1.9M reactions from patents (1976-2016). The task is: Predict the reactants needed to synthesize the given product. (1) Given the product [Cl:1][C:2]1[CH:7]=[CH:6][C:5]([S:8]([N:11]([CH2:12][C:13]2[CH:14]=[CH:15][C:16]([C:17]([O:19][CH3:20])=[O:18])=[CH:21][CH:22]=2)[CH2:32][C:31]2[CH:34]=[CH:35][CH:36]=[CH:37][C:30]=2[F:29])(=[O:10])=[O:9])=[CH:4][CH:3]=1, predict the reactants needed to synthesize it. The reactants are: [Cl:1][C:2]1[CH:7]=[CH:6][C:5]([S:8]([NH:11][CH2:12][C:13]2[CH:22]=[CH:21][C:16]([C:17]([O:19][CH3:20])=[O:18])=[CH:15][CH:14]=2)(=[O:10])=[O:9])=[CH:4][CH:3]=1.C([O-])([O-])=O.[K+].[K+].[F:29][C:30]1[CH:37]=[CH:36][CH:35]=[CH:34][C:31]=1[CH2:32]Br. (2) Given the product [Br:1][C:2]1[C:7](=[O:8])[N:6]([C:9]2([C:57]([NH:54][CH2:53][C:50]3[CH:51]=[CH:52][N:47]=[CH:48][CH:49]=3)=[O:58])[CH2:12][CH2:11][CH2:10]2)[N:5]=[CH:4][C:3]=1[NH:17][C@@H:18]1[CH2:23][C@@H:22]2[CH2:24][C@@H:20]([C:21]2([CH3:25])[CH3:26])[C@H:19]1[CH3:27], predict the reactants needed to synthesize it. The reactants are: [Br:1][C:2]1[C:7](=[O:8])[N:6]([CH:9]2[CH2:12][CH2:11][CH:10]2CC(O)=O)[N:5]=[CH:4][C:3]=1[NH:17][C@@H:18]1[CH2:23][C@@H:22]2[CH2:24][C@@H:20]([C:21]2([CH3:26])[CH3:25])[C@H:19]1[CH3:27].Cl.CN(C)CCCN=C=NCC.C(N(CC)CC)C.[N:47]1[CH:52]=[CH:51][C:50]([CH2:53][NH2:54])=[CH:49][CH:48]=1.CN(C)[CH:57]=[O:58]. (3) Given the product [ClH:41].[CH3:1][O:2][C:3]1[CH:4]=[CH:5][C:6]([CH2:7][N:8]2[CH2:12][CH2:11][C:10]3([CH2:17][CH2:16][N:15]([CH2:18][C@@H:19]4[C@@H:23]([C:24]5[CH:25]=[CH:26][CH:27]=[CH:28][CH:29]=5)[CH2:22][N:21]([C:39]([N:33]5[CH2:38][CH2:37][O:36][CH2:35][CH2:34]5)=[O:40])[CH2:20]4)[CH2:14][CH2:13]3)[C:9]2=[O:30])=[CH:31][CH:32]=1, predict the reactants needed to synthesize it. The reactants are: [CH3:1][O:2][C:3]1[CH:32]=[CH:31][C:6]([CH2:7][N:8]2[CH2:12][CH2:11][C:10]3([CH2:17][CH2:16][N:15]([CH2:18][C@@H:19]4[C@@H:23]([C:24]5[CH:29]=[CH:28][CH:27]=[CH:26][CH:25]=5)[CH2:22][NH:21][CH2:20]4)[CH2:14][CH2:13]3)[C:9]2=[O:30])=[CH:5][CH:4]=1.[N:33]1([C:39]([Cl:41])=[O:40])[CH2:38][CH2:37][O:36][CH2:35][CH2:34]1.C(=O)(O)[O-].[Na+]. (4) The reactants are: C1(S([N:10]2[C:14]3=[N:15][CH:16]=[CH:17][CH:18]=[C:13]3[CH:12]=[C:11]2[C:19]([C:26]2[CH:31]=[CH:30][C:29]([S:32]([CH2:35][CH2:36][O:37][CH3:38])(=[O:34])=[O:33])=[CH:28][CH:27]=2)=[CH:20][CH:21]2[CH2:25][CH2:24][CH2:23][CH2:22]2)(=O)=O)C=CC=CC=1.[OH-].[Na+].[CH2:41](O)C. Given the product [CH:21]1([CH:20]=[C:19]([C:11]2[NH:10][C:14]3=[N:15][CH:16]=[CH:17][CH:18]=[C:13]3[CH:12]=2)[C:26]2[CH:31]=[CH:30][C:29]([S:32]([CH2:35][CH2:36][O:37][CH2:38][CH3:41])(=[O:33])=[O:34])=[CH:28][CH:27]=2)[CH2:25][CH2:24][CH2:23][CH2:22]1, predict the reactants needed to synthesize it. (5) Given the product [C:41]([C:40]1[CH:43]=[C:36]([C:2]2[C:3]([N:22]([CH2:26][CH3:27])[CH2:23][CH2:24][OH:25])=[N:4][CH:5]=[C:6]([C:7]([NH:9][C:10]3[CH:15]=[CH:14][C:13]([O:16][C:17]([F:20])([F:19])[F:18])=[CH:12][CH:11]=3)=[O:8])[CH:21]=2)[CH:37]=[N:38][CH:39]=1)#[N:42], predict the reactants needed to synthesize it. The reactants are: Br[C:2]1[C:3]([N:22]([CH2:26][CH3:27])[CH2:23][CH2:24][OH:25])=[N:4][CH:5]=[C:6]([CH:21]=1)[C:7]([NH:9][C:10]1[CH:15]=[CH:14][C:13]([O:16][C:17]([F:20])([F:19])[F:18])=[CH:12][CH:11]=1)=[O:8].CC1(C)C(C)(C)OB([C:36]2[CH:37]=[N:38][CH:39]=[C:40]([CH:43]=2)[C:41]#[N:42])O1. (6) Given the product [C:31]([O:35][C:36](=[O:48])[CH2:37][O:38][C:39]1[CH:44]=[CH:43][C:42]([Cl:45])=[CH:41][C:40]=1[C:46]#[C:47][C:50]1[CH:63]=[CH:62][CH:61]=[C:52]([C:53]([N:55]2[CH2:60][CH2:59][O:58][CH2:57][CH2:56]2)=[O:54])[CH:51]=1)([CH3:34])([CH3:33])[CH3:32], predict the reactants needed to synthesize it. The reactants are: C(OC(=O)COC1C=CC(Cl)=CC=1C#CC1C=CC=C(S(CCC)(=O)=O)C=1)(C)(C)C.[C:31]([O:35][C:36](=[O:48])[CH2:37][O:38][C:39]1[CH:44]=[CH:43][C:42]([Cl:45])=[CH:41][C:40]=1[C:46]#[CH:47])([CH3:34])([CH3:33])[CH3:32].Br[C:50]1[CH:51]=[C:52]([CH:61]=[CH:62][CH:63]=1)[C:53]([N:55]1[CH2:60][CH2:59][O:58][CH2:57][CH2:56]1)=[O:54].